This data is from Merck oncology drug combination screen with 23,052 pairs across 39 cell lines. The task is: Regression. Given two drug SMILES strings and cell line genomic features, predict the synergy score measuring deviation from expected non-interaction effect. (1) Cell line: HT29. Synergy scores: synergy=-44.1. Drug 1: CCC1(O)CC2CN(CCc3c([nH]c4ccccc34)C(C(=O)OC)(c3cc4c(cc3OC)N(C)C3C(O)(C(=O)OC)C(OC(C)=O)C5(CC)C=CCN6CCC43C65)C2)C1. Drug 2: CC1(c2nc3c(C(N)=O)cccc3[nH]2)CCCN1. (2) Synergy scores: synergy=-11.8. Cell line: A2058. Drug 2: CC(=O)OC1C(=O)C2(C)C(O)CC3OCC3(OC(C)=O)C2C(OC(=O)c2ccccc2)C2(O)CC(OC(=O)C(O)C(NC(=O)c3ccccc3)c3ccccc3)C(C)=C1C2(C)C. Drug 1: CN1C(=O)C=CC2(C)C3CCC4(C)C(NC(=O)OCC(F)(F)F)CCC4C3CCC12.